This data is from Reaction yield outcomes from USPTO patents with 853,638 reactions. The task is: Predict the reaction yield, written as a fraction of the theoretical maximum amount of product (1.0 means a 100% yield; for example, 0.34 means a 34% yield). The reactants are [CH3:1][N:2]([CH3:34])[C:3]1[C:12]2[C:7](=[CH:8][CH:9]=[CH:10][CH:11]=2)[C:6]([C@H:13]2[N:17]3[C:18](=[O:30])[N:19]([CH2:22][CH2:23][N:24]4[CH2:29][CH2:28][O:27][CH2:26][CH2:25]4)[C:20](=[O:21])[C:16]43[CH2:31][NH:32][CH2:33][C@H:15]4[CH2:14]2)=[CH:5][CH:4]=1.[CH2:35]([O:39][C:40]1[CH:47]=[CH:46][C:43]([CH:44]=O)=[CH:42][C:41]=1[OH:48])[CH2:36][CH2:37][CH3:38].C(O[BH-](OC(=O)C)OC(=O)C)(=O)C.[Na+]. The catalyst is C(Cl)Cl.C(O)(=O)C.C(OCC)(=O)C.O. The product is [CH2:35]([O:39][C:40]1[CH:47]=[CH:46][C:43]([CH2:44][N:32]2[CH2:33][C@@H:15]3[C:16]4([C:20](=[O:21])[N:19]([CH2:22][CH2:23][N:24]5[CH2:25][CH2:26][O:27][CH2:28][CH2:29]5)[C:18](=[O:30])[N:17]4[C@H:13]([C:6]4[C:7]5[C:12](=[CH:11][CH:10]=[CH:9][CH:8]=5)[C:3]([N:2]([CH3:34])[CH3:1])=[CH:4][CH:5]=4)[CH2:14]3)[CH2:31]2)=[CH:42][C:41]=1[OH:48])[CH2:36][CH2:37][CH3:38]. The yield is 0.560.